From a dataset of Peptide-MHC class I binding affinity with 185,985 pairs from IEDB/IMGT. Regression. Given a peptide amino acid sequence and an MHC pseudo amino acid sequence, predict their binding affinity value. This is MHC class I binding data. (1) The peptide sequence is NAILHNIYR. The MHC is HLA-A33:01 with pseudo-sequence HLA-A33:01. The binding affinity (normalized) is 0.945. (2) The MHC is HLA-B35:01 with pseudo-sequence HLA-B35:01. The peptide sequence is QPEKEIPEY. The binding affinity (normalized) is 0.746. (3) The peptide sequence is ITGQIIFGF. The MHC is HLA-A11:01 with pseudo-sequence HLA-A11:01. The binding affinity (normalized) is 0.0847. (4) The peptide sequence is TLMNVITLV. The MHC is HLA-A02:03 with pseudo-sequence HLA-A02:03. The binding affinity (normalized) is 0.951. (5) The peptide sequence is IMQVFFGYFA. The MHC is Mamu-B01 with pseudo-sequence Mamu-B01. The binding affinity (normalized) is 0. (6) The peptide sequence is YEFRRVKSY. The MHC is HLA-B44:02 with pseudo-sequence HLA-B44:02. The binding affinity (normalized) is 1.00. (7) The peptide sequence is DYKECEWPL. The MHC is HLA-A02:11 with pseudo-sequence HLA-A02:11. The binding affinity (normalized) is 0.0847.